From a dataset of Catalyst prediction with 721,799 reactions and 888 catalyst types from USPTO. Predict which catalyst facilitates the given reaction. (1) Reactant: [CH2:1]([O:8][C:9](=[O:20])[C:10]([C:18]#[N:19])=[C:11]([CH2:15][CH2:16][CH3:17])[CH2:12][CH2:13][CH3:14])[C:2]1[CH:7]=[CH:6][CH:5]=[CH:4][CH:3]=1.[N+]([CH3:24])([O-])=O.C1CCN2C(=NCCC2)CC1. Product: [CH2:1]([O:8][C:9]([C:10]1([C:18]#[N:19])[CH2:24][C:11]1([CH2:12][CH2:13][CH3:14])[CH2:15][CH2:16][CH3:17])=[O:20])[C:2]1[CH:7]=[CH:6][CH:5]=[CH:4][CH:3]=1. The catalyst class is: 10. (2) Reactant: ClC(N(C)C)=C(C)C.[N:9]1([C:13]([C:15]2[N:20]=[CH:19][C:18]([O:21][C:22]3[CH:23]=[C:24]([CH:28]=[C:29]([O:31][C@@H:32]([CH3:42])[CH2:33][O:34][Si:35]([C:38]([CH3:41])([CH3:40])[CH3:39])([CH3:37])[CH3:36])[CH:30]=3)[C:25](O)=[O:26])=[CH:17][CH:16]=2)=[O:14])[CH2:12][CH2:11][CH2:10]1.[NH2:43][C:44]1[CH:49]=[N:48][C:47]([CH3:50])=[CH:46][N:45]=1.N1C=CC=CC=1. Product: [N:9]1([C:13]([C:15]2[N:20]=[CH:19][C:18]([O:21][C:22]3[CH:23]=[C:24]([CH:28]=[C:29]([O:31][C@@H:32]([CH3:42])[CH2:33][O:34][Si:35]([C:38]([CH3:41])([CH3:40])[CH3:39])([CH3:36])[CH3:37])[CH:30]=3)[C:25]([NH:43][C:44]3[CH:49]=[N:48][C:47]([CH3:50])=[CH:46][N:45]=3)=[O:26])=[CH:17][CH:16]=2)=[O:14])[CH2:10][CH2:11][CH2:12]1. The catalyst class is: 2. (3) Reactant: Cl[C:2]1[CH:7]=[CH:6][C:5]2[O:8][C:9]3([CH3:20])[CH2:13][CH2:12][CH2:11][CH:10]3[C:14]3([CH2:18][O:17][C:16]([NH2:19])=[N:15]3)[C:4]=2[CH:3]=1.C(=O)([O-])[O-].[K+].[K+].[Cl:27][C:28]1[CH:29]=[CH:30][C:31]([C:34]([NH2:36])=[O:35])=[N:32][CH:33]=1.CN[C@@H]1CCCC[C@H]1NC. Product: [NH2:19][C:16]1[O:17][CH2:18][C@:14]2([C:4]3[CH:3]=[C:2]([NH:36][C:34](=[O:35])[C:31]4[CH:30]=[CH:29][C:28]([Cl:27])=[CH:33][N:32]=4)[CH:7]=[CH:6][C:5]=3[O:8][C@@:9]3([CH3:20])[CH2:13][CH2:12][CH2:11][C@@H:10]23)[N:15]=1. The catalyst class is: 321. (4) Reactant: [O:1]=[C:2]1[C:10]2[C:5](=[C:6]([C:11]3[NH:12][CH:13]=[CH:14][CH:15]=3)[CH:7]=[CH:8][CH:9]=2)[C:4](=[O:16])[N:3]1[CH:17]([C:22]1[CH:27]=[CH:26][C:25]([O:28][CH3:29])=[C:24]([O:30][CH2:31][CH3:32])[CH:23]=1)[CH2:18][C:19](O)=[O:20].[C:33](N1C=CN=C1)([N:35]1C=CN=[CH:36]1)=O.CNC.O. Product: [O:1]=[C:2]1[C:10]2[C:5](=[C:6]([C:11]3[NH:12][CH:13]=[CH:14][CH:15]=3)[CH:7]=[CH:8][CH:9]=2)[C:4](=[O:16])[N:3]1[CH:17]([C:22]1[CH:27]=[CH:26][C:25]([O:28][CH3:29])=[C:24]([O:30][CH2:31][CH3:32])[CH:23]=1)[CH2:18][C:19]([N:35]([CH3:36])[CH3:33])=[O:20]. The catalyst class is: 595.